Dataset: Forward reaction prediction with 1.9M reactions from USPTO patents (1976-2016). Task: Predict the product of the given reaction. (1) Given the reactants [Cl:1][C:2]1[CH:7]=[CH:6][N:5]2[N:8]=[CH:9][C:10]([C:11](Cl)=[O:12])=[C:4]2[N:3]=1.[Cl:14][C:15]1[CH:16]=[C:17]([C:21]2[C:25]([NH2:26])=[CH:24][N:23]([CH3:27])[N:22]=2)[CH:18]=[CH:19][CH:20]=1.C(N(CC)CC)C, predict the reaction product. The product is: [Cl:1][C:2]1[CH:7]=[CH:6][N:5]2[N:8]=[CH:9][C:10]([C:11]([NH:26][C:25]3[C:21]([C:17]4[CH:18]=[CH:19][CH:20]=[C:15]([Cl:14])[CH:16]=4)=[N:22][N:23]([CH3:27])[CH:24]=3)=[O:12])=[C:4]2[N:3]=1. (2) Given the reactants [Cl:1][C:2]1[CH:3]=[C:4]2[C:9](=[CH:10][C:11]=1[O:12][Si](C)(C)C)[O:8][CH2:7][CH2:6][C:5]2(O[Si](C)(C)C)[C:17]#N.[OH2:24].[OH2:25].[Sn](Cl)Cl.Cl.C(OC(C)C)(=O)C, predict the reaction product. The product is: [Cl:1][C:2]1[CH:3]=[C:4]2[C:9](=[CH:10][C:11]=1[OH:12])[O:8][CH2:7][CH2:6][CH:5]2[C:17]([OH:25])=[O:24]. (3) Given the reactants [C:1]([OH:12])(=[O:11])[CH2:2][CH2:3][CH2:4][CH2:5][CH2:6][CH2:7][CH2:8][CH:9]=[CH2:10].[C:13]1(C)C=CC(S(O)(=O)=O)=CC=1, predict the reaction product. The product is: [C:1]([O:12][CH3:13])(=[O:11])[CH2:2][CH2:3][CH2:4][CH2:5][CH2:6][CH2:7][CH2:8][CH:9]=[CH2:10]. (4) Given the reactants S(S([O-])=O)([O-])=O.[Na+].[Na+].C(=O)([O-])[O-].[K+].[K+].[Br:15][C:16]1[CH:25]=[C:24]2[C:19]([C:20]([NH:29][CH2:30][CH2:31][CH2:32][CH2:33][NH:34][C:35](=[O:41])[O:36][C:37]([CH3:40])([CH3:39])[CH3:38])=[C:21]([N+:26]([O-])=O)[CH:22]=[N:23]2)=[CH:18][CH:17]=1, predict the reaction product. The product is: [NH2:26][C:21]1[CH:22]=[N:23][C:24]2[C:19]([C:20]=1[NH:29][CH2:30][CH2:31][CH2:32][CH2:33][NH:34][C:35](=[O:41])[O:36][C:37]([CH3:38])([CH3:39])[CH3:40])=[CH:18][CH:17]=[C:16]([Br:15])[CH:25]=2.